This data is from Reaction yield outcomes from USPTO patents with 853,638 reactions. The task is: Predict the reaction yield, written as a fraction of the theoretical maximum amount of product (1.0 means a 100% yield; for example, 0.34 means a 34% yield). (1) The catalyst is CN1C2C(N=C(N)NC=2NCC1CNC1C=CC(C(NC(C(O)=O)CCC(O)=O)=O)=CC=1)=O.O.CC(OC)(C)C. The yield is 0.0500. The reactants are [Cl:1][C:2]1[CH:7]=[CH:6][C:5]([CH:8]2[CH2:13][CH:12]([C:14]([OH:16])=O)[CH2:11][CH2:10][N:9]2[C:17]([O:19][CH3:20])=[O:18])=[CH:4][CH:3]=1.N1(C(N2C=CN=C2)=O)C=CN=C1.[CH2:33]([O:35][C:36](=[O:41])[CH2:37][C:38]([O-:40])=O)[CH3:34].[K+].[Cl-].[Mg+2].[Cl-].Cl. The product is [Cl:1][C:2]1[CH:3]=[CH:4][C:5]([C@H:8]2[CH2:13][C@H:12]([C:14](=[O:16])[CH2:37][C:36]([O:35][CH2:33][CH3:34])=[O:41])[CH2:11][CH2:10][N:9]2[C:17]([O:19][CH3:20])=[O:18])=[CH:6][CH:7]=1.[Cl:1][C:2]1[CH:7]=[CH:6][C:5]([C@H:8]2[CH2:13][C@@H:12]([C:38](=[O:40])[CH2:37][C:36]([O:35][CH2:33][CH3:34])=[O:41])[CH2:11][CH2:10][N:9]2[C:17]([O:19][CH3:20])=[O:18])=[CH:4][CH:3]=1. (2) The reactants are [CH3:1][CH2:2][O:3][C:4]([CH:6](P(OCC)(OCC)=O)[F:7])=[O:5].C([Li])CCC.[O:21]1[CH2:26][CH2:25][C:24](=O)[CH2:23][CH2:22]1.O. The catalyst is O1CCCC1.CCCCCC. The product is [CH2:2]([O:3][C:4](=[O:5])[C:6]([F:7])=[C:24]1[CH2:25][CH2:26][O:21][CH2:22][CH2:23]1)[CH3:1]. The yield is 0.888. (3) The reactants are [CH3:1][CH:2]([NH2:4])[CH3:3].Cl[CH2:6][C:7]([O:9][CH2:10][CH3:11])=[O:8]. The catalyst is C1(C)C=CC=CC=1. The product is [CH:2]([NH:4][CH2:6][C:7]([O:9][CH2:10][CH3:11])=[O:8])([CH3:3])[CH3:1]. The yield is 0.510. (4) The yield is 0.830. The reactants are [F:1][C:2]1[CH:7]=[CH:6][CH:5]=[C:4]([F:8])[C:3]=1[N:9]1[C:14]2[N:15]=[C:16](S(C)=O)[N:17]=[C:18]([C:19]3[CH:20]=[C:21]([CH:32]=[CH:33][C:34]=3[CH3:35])[C:22]([NH:24][C:25]3[CH:30]=[CH:29][C:28]([F:31])=[CH:27][CH:26]=3)=[O:23])[C:13]=2[CH2:12][NH:11][C:10]1=[O:39].[CH3:40][N:41]1[CH2:46][CH2:45][CH:44]([NH2:47])[CH2:43][CH2:42]1.C(N(CC)C(C)C)(C)C. The catalyst is C1COCC1. The product is [F:1][C:2]1[CH:7]=[CH:6][CH:5]=[C:4]([F:8])[C:3]=1[N:9]1[C:14]2[N:15]=[C:16]([NH:47][CH:44]3[CH2:45][CH2:46][N:41]([CH3:40])[CH2:42][CH2:43]3)[N:17]=[C:18]([C:19]3[CH:20]=[C:21]([CH:32]=[CH:33][C:34]=3[CH3:35])[C:22]([NH:24][C:25]3[CH:30]=[CH:29][C:28]([F:31])=[CH:27][CH:26]=3)=[O:23])[C:13]=2[CH2:12][NH:11][C:10]1=[O:39]. (5) The reactants are [Br:1][C:2]1[CH:7]=[C:6]([N+:8]([O-])=O)[CH:5]=[CH:4][C:3]=1[CH3:11].C(O)C.O.O.[Sn](Cl)Cl.C(=O)([O-])[O-].[K+].[K+]. The catalyst is C(OC(=O)C)C. The product is [Br:1][C:2]1[CH:7]=[C:6]([CH:5]=[CH:4][C:3]=1[CH3:11])[NH2:8]. The yield is 1.00. (6) The reactants are [NH2:1][C:2]1[N:6]([CH3:7])[C:5](=[O:8])[C:4]([C:21]2[CH:26]=[CH:25][C:24]([F:27])=[C:23](Br)[CH:22]=2)([C:9]2[CH:14]=[CH:13][C:12]([S:15]([F:20])([F:19])([F:18])([F:17])[F:16])=[CH:11][CH:10]=2)[N:3]=1.[F:29][C:30]1[C:35](B(O)O)=[CH:34][CH:33]=[CH:32][N:31]=1. No catalyst specified. The product is [NH2:1][C:2]1[N:6]([CH3:7])[C:5](=[O:8])[C:4]([C:21]2[CH:26]=[CH:25][C:24]([F:27])=[C:23]([C:35]3[C:30]([F:29])=[N:31][CH:32]=[CH:33][CH:34]=3)[CH:22]=2)([C:9]2[CH:14]=[CH:13][C:12]([S:15]([F:20])([F:19])([F:18])([F:17])[F:16])=[CH:11][CH:10]=2)[N:3]=1. The yield is 0.180. (7) The reactants are [NH2:1][C:2]([NH2:4])=[S:3].[C:5](Cl)(=[O:9])[CH:6]([CH3:8])[CH3:7]. The catalyst is C1(C)C=CC=CC=1. The product is [C:5]([NH:1][C:2]([NH2:4])=[S:3])(=[O:9])[CH:6]([CH3:8])[CH3:7]. The yield is 0.300.